Dataset: Peptide-MHC class I binding affinity with 185,985 pairs from IEDB/IMGT. Task: Regression. Given a peptide amino acid sequence and an MHC pseudo amino acid sequence, predict their binding affinity value. This is MHC class I binding data. (1) The peptide sequence is SQFNHWFGE. The MHC is HLA-A02:19 with pseudo-sequence HLA-A02:19. The binding affinity (normalized) is 0.0847. (2) The peptide sequence is RLFTRCAVI. The MHC is Mamu-B17 with pseudo-sequence Mamu-B17. The binding affinity (normalized) is 0.284. (3) The peptide sequence is TRKIRSEEL. The MHC is HLA-A69:01 with pseudo-sequence HLA-A69:01. The binding affinity (normalized) is 0.0847. (4) The MHC is HLA-A24:02 with pseudo-sequence HLA-A24:02. The binding affinity (normalized) is 0. The peptide sequence is IVNRNRQGY.